Dataset: Full USPTO retrosynthesis dataset with 1.9M reactions from patents (1976-2016). Task: Predict the reactants needed to synthesize the given product. (1) Given the product [NH3:11].[OH:8][C@H:9]([C:33]1[CH:38]=[CH:37][C:36]([OH:39])=[C:35]([CH2:40][OH:41])[CH:34]=1)[CH2:10][NH:11][C@H:12]([CH3:32])[CH2:13][C:14]1[CH:15]=[C:16]([CH2:20][C:21]([NH:23][C@@H:24]([C:26]2[CH:27]=[CH:28][CH:29]=[CH:30][CH:31]=2)[CH3:25])=[O:22])[CH:17]=[CH:18][CH:19]=1, predict the reactants needed to synthesize it. The reactants are: [Si]([O:8][C@H:9]([C:33]1[CH:38]=[CH:37][C:36]([OH:39])=[C:35]([CH2:40][OH:41])[CH:34]=1)[CH2:10][NH:11][C@H:12]([CH3:32])[CH2:13][C:14]1[CH:15]=[C:16]([CH2:20][C:21]([NH:23][C@@H:24]([C:26]2[CH:31]=[CH:30][CH:29]=[CH:28][CH:27]=2)[CH3:25])=[O:22])[CH:17]=[CH:18][CH:19]=1)(C(C)(C)C)(C)C.ClCCl. (2) Given the product [CH3:20][C:12]1[N:11]([S:8]([C:5]2[CH:6]=[CH:7][C:2]([CH3:1])=[CH:3][CH:4]=2)(=[O:10])=[O:9])[C:15]2=[N:16][CH:17]=[CH:18][CH:19]=[C:14]2[CH:13]=1, predict the reactants needed to synthesize it. The reactants are: [CH3:1][C:2]1[CH:7]=[CH:6][C:5]([S:8]([N:11]2[C:15]3=[N:16][CH:17]=[CH:18][CH:19]=[C:14]3[CH:13]=[CH:12]2)(=[O:10])=[O:9])=[CH:4][CH:3]=1.[CH2:20]([Li])CCC.CI.O. (3) The reactants are: [C:1]([O:5][C:6](=[O:15])[NH:7][C@H:8]1[CH2:13][CH2:12][C@H:11]([OH:14])[CH2:10][CH2:9]1)([CH3:4])([CH3:3])[CH3:2].[H-].[Na+].[CH2:18]([C:22]1[N:23]=[N:24][C:25](Cl)=[CH:26][C:27]=1[C:28]1[CH:33]=[CH:32][C:31]([O:34][CH:35]2[CH2:40][CH2:39][CH2:38][CH2:37][CH2:36]2)=[CH:30][CH:29]=1)[CH2:19][CH2:20][CH3:21]. Given the product [C:1]([O:5][C:6](=[O:15])[NH:7][C@H:8]1[CH2:9][CH2:10][C@H:11]([O:14][C:25]2[N:24]=[N:23][C:22]([CH2:18][CH2:19][CH2:20][CH3:21])=[C:27]([C:28]3[CH:29]=[CH:30][C:31]([O:34][CH:35]4[CH2:40][CH2:39][CH2:38][CH2:37][CH2:36]4)=[CH:32][CH:33]=3)[CH:26]=2)[CH2:12][CH2:13]1)([CH3:4])([CH3:2])[CH3:3], predict the reactants needed to synthesize it. (4) Given the product [OH:4][S:1]([OH:5])(=[O:3])=[O:2].[O:9]=[S:8](=[O:11])=[O:10], predict the reactants needed to synthesize it. The reactants are: [S:1]([O-:5])([O-:4])(=[O:3])=[O:2].[Na+].[Na+].[S:8]([O-])([O-:11])(=[O:10])=[O:9].[Al+3].[S:8]([O-])([O-:11])(=[O:10])=[O:9].[S:8]([O-])([O-:11])(=[O:10])=[O:9].[Al+3].S(=O)(=O)=O. (5) Given the product [CH3:46][O:45][C:42]1[CH:41]=[CH:40][C:39]([CH2:37][NH:36][C:29]2[CH:30]=[N:62][C:69]3[C:68]([CH:28]=2)=[CH:67][CH:63]=[C:64]([O:65][CH2:7][C:6]2[CH:9]=[CH:10][CH:3]=[CH:4][CH:5]=2)[CH:70]=3)=[CH:44][CH:43]=1, predict the reactants needed to synthesize it. The reactants are: CO[C:3]1[CH:10]=[CH:9][C:6]([CH2:7]N)=[CH:5][CH:4]=1.O[C@@H]1[C@H](O)[C@@H](OC)C(C)(C)O[C@H]1OC1C(C)=C2C([CH:28]=[C:29]([NH:36][C:37]([C:39]3[CH:40]=[C:41](C4C=CC=C(C)C=4)[C:42]([O:45][CH3:46])=[CH:43][CH:44]=3)=O)[C:30](=O)O2)=CC=1.[O-]P([O-])([O-])=O.[K+].[K+].[K+].[NH:62]1[CH2:69][CH2:68][CH2:67][C@H:63]1[C:64](O)=[O:65].[CH3:70]S(C)=O. (6) Given the product [Cl:25][C:4]1[N:5]=[C:6]([C:8]2[O:9][CH:10]=[CH:11][CH:12]=2)[N:7]=[C:2]([NH:1][C:14](=[O:18])[CH2:15][CH3:16])[CH:3]=1, predict the reactants needed to synthesize it. The reactants are: [NH2:1][C:2]1[N:7]=[C:6]([C:8]2[O:9][CH:10]=[CH:11][CH:12]=2)[N:5]=[C:4](O)[CH:3]=1.[C:14]([O:18]C(=O)CC)(=O)[CH2:15][CH3:16].P(Cl)(Cl)([Cl:25])=O. (7) Given the product [OH:30][CH:29]([C:26]1[CH:25]=[CH:24][C:23]([C:8]2[CH:9]=[C:10]([NH:12][C:13]3[N:18]=[C:17]([C:19]([F:22])([F:21])[F:20])[CH:16]=[CH:15][N:14]=3)[CH:11]=[C:6]([CH3:5])[CH:7]=2)=[CH:28][N:27]=1)[C:32]([CH3:31])([CH3:3])[C:33]([OH:34])=[O:1].[C:17]([OH:4])([C:19]([F:22])([F:21])[F:20])=[O:1], predict the reactants needed to synthesize it. The reactants are: [OH-:1].[Na+].[CH3:3][OH:4].[CH3:5][C:6]1[CH:7]=[C:8]([C:23]2[CH:24]=[CH:25][C:26]([CH:29]=[O:30])=[N:27][CH:28]=2)[CH:9]=[C:10]([NH:12][C:13]2[N:18]=[C:17]([C:19]([F:22])([F:21])[F:20])[CH:16]=[CH:15][N:14]=2)[CH:11]=1.[CH2:31]1C[O:34][CH2:33][CH2:32]1. (8) Given the product [CH3:21][C:7]1[N:6]=[C:5]2[S:4][C:3]([C:22]3[CH:23]=[N:24][NH:25][CH:26]=3)=[C:2]([C:43]3[CH:42]=[N:41][CH:40]=[C:39]([N:34]4[CH2:38][CH2:37][CH2:36][CH2:35]4)[CH:44]=3)[C:10]2=[C:9]([NH:11][S:12]([C:15]2[CH:20]=[CH:19][CH:18]=[CH:17][CH:16]=2)(=[O:14])=[O:13])[CH:8]=1, predict the reactants needed to synthesize it. The reactants are: Br[C:2]1[C:10]2[C:5](=[N:6][C:7]([CH3:21])=[CH:8][C:9]=2[NH:11][S:12]([C:15]2[CH:20]=[CH:19][CH:18]=[CH:17][CH:16]=2)(=[O:14])=[O:13])[S:4][C:3]=1[C:22]1[CH:23]=[N:24][N:25](C(OC(C)(C)C)=O)[CH:26]=1.[N:34]1([C:39]2[CH:40]=[N:41][CH:42]=[C:43](B3OC(C)(C)C(C)(C)O3)[CH:44]=2)[CH2:38][CH2:37][CH2:36][CH2:35]1.C(=O)([O-])[O-].[K+].[K+].O1CCOCC1. (9) Given the product [CH2:1]([O:4][C:5]1[CH:10]=[CH:9][CH:8]=[CH:7][C:6]=1[CH2:11][Cl:13])[CH:2]=[CH2:3], predict the reactants needed to synthesize it. The reactants are: [CH2:1]([O:4][C:5]1[CH:10]=[CH:9][CH:8]=[CH:7][C:6]=1[CH2:11]O)[CH:2]=[CH2:3].[Cl:13]P(Cl)(C1C=CC=CC=1)(C1C=CC=CC=1)C1C=CC=CC=1. (10) Given the product [CH3:12][N:11]([CH3:13])[CH2:10][CH2:9][O:8][C:7]1[N:6]=[CH:5][C:4]([NH2:14])=[CH:3][C:2]=1[C:20]1[CH:19]=[N:18][C:17]([O:16][CH3:15])=[N:22][CH:21]=1, predict the reactants needed to synthesize it. The reactants are: Br[C:2]1[CH:3]=[C:4]([NH2:14])[CH:5]=[N:6][C:7]=1[O:8][CH2:9][CH2:10][N:11]([CH3:13])[CH3:12].[CH3:15][O:16][C:17]1[N:22]=[CH:21][C:20](B(O)O)=[CH:19][N:18]=1.C(=O)([O-])[O-].[Na+].[Na+].